This data is from Full USPTO retrosynthesis dataset with 1.9M reactions from patents (1976-2016). The task is: Predict the reactants needed to synthesize the given product. (1) Given the product [C:1]([O:5][C:6](=[O:7])[NH:8][CH:9]([C:23]1[CH:28]=[CH:27][CH:26]=[C:25]([N+:29]([O-:31])=[O:30])[CH:24]=1)[CH2:10][CH2:11][C:32]#[N:33])([CH3:2])([CH3:3])[CH3:4], predict the reactants needed to synthesize it. The reactants are: [C:1]([O:5][C:6]([NH:8][CH:9]([C:23]1[CH:28]=[CH:27][CH:26]=[C:25]([N+:29]([O-:31])=[O:30])[CH:24]=1)[CH2:10][CH2:11]OS(C1C=CC(C)=CC=1)(=O)=O)=[O:7])([CH3:4])([CH3:3])[CH3:2].[C-:32]#[N:33].[Na+].O. (2) Given the product [Br:1][C:2]1[CH:3]=[C:4]([O:10][CH:11]([CH3:13])[CH3:12])[C:5]([CH2:8][O:9][CH3:17])=[N:6][CH:7]=1, predict the reactants needed to synthesize it. The reactants are: [Br:1][C:2]1[CH:3]=[C:4]([O:10][CH:11]([CH3:13])[CH3:12])[C:5]([CH2:8][OH:9])=[N:6][CH:7]=1.[H-].[Na+].I[CH3:17]. (3) Given the product [Cl:1][C:2]1[C:3]([C:15]2[C:23]3[C:18](=[CH:19][CH:20]=[CH:21][CH:22]=3)[N:17]([S:24]([C:27]3[CH:32]=[CH:31][CH:30]=[CH:29][CH:28]=3)(=[O:26])=[O:25])[CH:16]=2)=[N:4][C:5]([NH:8][CH:9]2[CH2:10][CH2:11][N:12]([C:40]([C:39]3[CH:43]=[CH:44][C:36]([N+:33]([O-:35])=[O:34])=[CH:37][C:38]=3[F:45])=[O:41])[CH2:13][CH2:14]2)=[N:6][CH:7]=1, predict the reactants needed to synthesize it. The reactants are: [Cl:1][C:2]1[C:3]([C:15]2[C:23]3[C:18](=[CH:19][CH:20]=[CH:21][CH:22]=3)[N:17]([S:24]([C:27]3[CH:32]=[CH:31][CH:30]=[CH:29][CH:28]=3)(=[O:26])=[O:25])[CH:16]=2)=[N:4][C:5]([NH:8][CH:9]2[CH2:14][CH2:13][NH:12][CH2:11][CH2:10]2)=[N:6][CH:7]=1.[N+:33]([C:36]1[CH:44]=[CH:43][C:39]([C:40](O)=[O:41])=[C:38]([F:45])[CH:37]=1)([O-:35])=[O:34].CN(C(ON1N=NC2C=CC=CC1=2)=[N+](C)C)C.F[P-](F)(F)(F)(F)F.CCN(C(C)C)C(C)C. (4) The reactants are: [Cl:1][C:2]1[N:7]=[C:6](Cl)[CH:5]=[CH:4][N:3]=1.[CH2:9]([NH2:14])[C:10]([CH3:13])([CH3:12])[CH3:11].C(=O)([O-])[O-].[K+].[K+].N1C=CC=NC=1. Given the product [Cl:1][C:2]1[N:7]=[C:6]([NH:14][CH2:9][C:10]([CH3:13])([CH3:12])[CH3:11])[CH:5]=[CH:4][N:3]=1, predict the reactants needed to synthesize it.